Binary Classification. Given a drug SMILES string, predict its activity (active/inactive) in a high-throughput screening assay against a specified biological target. From a dataset of Serine/threonine kinase 33 screen with 319,792 compounds. (1) The molecule is Brc1ccc(CSCC(=O)NC(c2ccccc2)C)cc1. The result is 0 (inactive). (2) The drug is s1c(NC(=O)C(CCC)C)nc(c1c1nc(sc1)Nc1c(OC)ccc(OC)c1)C. The result is 0 (inactive). (3) The compound is Fc1cc(CN2CC(CCC2=O)C(=O)NCc2cc(OC(F)(F)F)ccc2)ccc1. The result is 0 (inactive). (4) The compound is O=C(N1CCCCCC1)Cn1c(cc(=O)n(c1=O)C)C. The result is 0 (inactive). (5) The drug is S(CCN1CCC(C(C)(C)C)CCC1=O)c1ccc(OC)cc1. The result is 0 (inactive).